From a dataset of Peptide-MHC class I binding affinity with 185,985 pairs from IEDB/IMGT. Regression. Given a peptide amino acid sequence and an MHC pseudo amino acid sequence, predict their binding affinity value. This is MHC class I binding data. (1) The peptide sequence is TTQIIKLLPF. The MHC is HLA-A30:02 with pseudo-sequence HLA-A30:02. The binding affinity (normalized) is 0.463. (2) The peptide sequence is SLVWAPLILAYF. The MHC is HLA-A31:01 with pseudo-sequence HLA-A31:01. The binding affinity (normalized) is 0.150. (3) The binding affinity (normalized) is 0.206. The MHC is HLA-A02:01 with pseudo-sequence HLA-A02:01. The peptide sequence is GVPHSVFIA. (4) The peptide sequence is KAVHADMGY. The MHC is HLA-B58:01 with pseudo-sequence HLA-B58:01. The binding affinity (normalized) is 0.724. (5) The peptide sequence is LVKSAWLSL. The MHC is HLA-A02:03 with pseudo-sequence HLA-A02:03. The binding affinity (normalized) is 0.0847.